From a dataset of Reaction yield outcomes from USPTO patents with 853,638 reactions. Predict the reaction yield, written as a fraction of the theoretical maximum amount of product (1.0 means a 100% yield; for example, 0.34 means a 34% yield). The reactants are [Br:1][C:2]1[CH:7]=[CH:6][C:5]([O:8][CH3:9])=[CH:4][C:3]=1[CH2:10][NH2:11].[Cl:12][C:13]1[N:18]=[C:17](Cl)[C:16]([Cl:20])=[CH:15][N:14]=1.C(=O)([O-])[O-].[K+].[K+]. The catalyst is CN(C)C=O. The product is [Br:1][C:2]1[CH:7]=[CH:6][C:5]([O:8][CH3:9])=[CH:4][C:3]=1[CH2:10][NH:11][C:15]1[C:16]([Cl:20])=[CH:17][N:18]=[C:13]([Cl:12])[N:14]=1. The yield is 0.960.